Dataset: Catalyst prediction with 721,799 reactions and 888 catalyst types from USPTO. Task: Predict which catalyst facilitates the given reaction. (1) Reactant: C[O:2][C:3]1[CH:8]=[CH:7][CH:6]=[CH:5][C:4]=1[CH:9]1[CH2:14][CH2:13][NH:12][CH2:11][CH2:10]1.[BrH:15]. Product: [BrH:15].[OH:2][C:3]1[CH:8]=[CH:7][CH:6]=[CH:5][C:4]=1[CH:9]1[CH2:10][CH2:11][NH:12][CH2:13][CH2:14]1. The catalyst class is: 15. (2) Reactant: [C:1]([O:5][C:6]([NH:8][CH:9]([C:15]([O:17][CH3:18])=[O:16])[CH2:10][CH2:11][C:12]([OH:14])=O)=[O:7])([CH3:4])([CH3:3])[CH3:2].[CH3:19][O:20][CH2:21][C@@H:22]1[CH2:26][CH2:25][CH2:24][NH:23]1.O.ON1C2C=CC=CC=2N=N1.C(Cl)CCl. Product: [CH3:18][O:17][C:15](=[O:16])[CH:9]([NH:8][C:6]([O:5][C:1]([CH3:2])([CH3:3])[CH3:4])=[O:7])[CH2:10][CH2:11][C:12]([N:23]1[CH2:24][CH2:25][CH2:26][C@H:22]1[CH2:21][O:20][CH3:19])=[O:14]. The catalyst class is: 2. (3) Reactant: [O:1]=[C:2]1[C:8]2[CH:9]=[CH:10][CH:11]=[CH:12][C:7]=2[S:6][CH2:5][CH:4]2[CH2:13][CH2:14][CH:15]([C:17]([NH2:19])=O)[CH2:16][N:3]12.N1C(Cl)=NC(Cl)=NC=1Cl. Product: [O:1]=[C:2]1[C:8]2[CH:9]=[CH:10][CH:11]=[CH:12][C:7]=2[S:6][CH2:5][CH:4]2[CH2:13][CH2:14][CH:15]([C:17]#[N:19])[CH2:16][N:3]12. The catalyst class is: 3.